Dataset: Full USPTO retrosynthesis dataset with 1.9M reactions from patents (1976-2016). Task: Predict the reactants needed to synthesize the given product. Given the product [Cl:1][C:2]1[CH:3]=[C:4]([CH:7]=[C:8]([O:10][C:11]2[C:19]([Cl:20])=[CH:18][CH:17]=[C:16]3[C:12]=2[CH:13]=[N:14][N:15]3[CH2:21][C:22]2[C:30]3[C:25](=[N:26][CH:27]=[CH:28][CH:29]=3)[NH:24][N:23]=2)[CH:9]=1)[C:5]#[N:6], predict the reactants needed to synthesize it. The reactants are: [Cl:1][C:2]1[CH:3]=[C:4]([CH:7]=[C:8]([O:10][C:11]2[C:19]([Cl:20])=[CH:18][CH:17]=[C:16]3[C:12]=2[CH:13]=[N:14][N:15]3[CH2:21][C:22]2[C:30]3[C:25](=[N:26][CH:27]=[CH:28][CH:29]=3)[N:24](C(OC(C)(C)C)=O)[N:23]=2)[CH:9]=1)[C:5]#[N:6].CN(C=O)C.Cl.